Predict the reactants needed to synthesize the given product. From a dataset of Full USPTO retrosynthesis dataset with 1.9M reactions from patents (1976-2016). (1) The reactants are: [O:1]1[CH:5]=[CH:4][CH:3]=[C:2]1[C:6]1[NH:10][C:9]2[C:11]([O:26]C)=[CH:12][CH:13]=[C:14]([C:15]([NH:17][CH2:18][CH2:19][C:20]3[N:21]([CH3:25])[CH:22]=[CH:23][CH:24]=3)=[O:16])[C:8]=2[N:7]=1.B(Br)(Br)Br. Given the product [O:1]1[CH:5]=[CH:4][CH:3]=[C:2]1[C:6]1[NH:10][C:9]2[C:11]([OH:26])=[CH:12][CH:13]=[C:14]([C:15]([NH:17][CH2:18][CH2:19][C:20]3[N:21]([CH3:25])[CH:22]=[CH:23][CH:24]=3)=[O:16])[C:8]=2[N:7]=1, predict the reactants needed to synthesize it. (2) The reactants are: Cl.[NH2:2][C:3]([NH2:5])=[NH:4].[Na+].[Cl-].NC(N)=N.C[O:13][C:14](=O)[CH2:15][N:16]1[C:20]([C:21]2[CH:26]=[CH:25][C:24]([N:27]3[CH2:32][CH2:31][CH2:30][CH2:29][CH2:28]3)=[CH:23][CH:22]=2)=[CH:19][CH:18]=[C:17]1[C:33]1[CH:38]=[CH:37][CH:36]=[CH:35][CH:34]=1. Given the product [C:33]1([C:17]2[N:16]([CH2:15][C:14]([NH:4][C:3]([NH2:5])=[NH:2])=[O:13])[C:20]([C:21]3[CH:26]=[CH:25][C:24]([N:27]4[CH2:28][CH2:29][CH2:30][CH2:31][CH2:32]4)=[CH:23][CH:22]=3)=[CH:19][CH:18]=2)[CH:34]=[CH:35][CH:36]=[CH:37][CH:38]=1, predict the reactants needed to synthesize it. (3) Given the product [F:33][C:28]1[CH:29]=[CH:30][CH:31]=[CH:32][C:27]=1[C:24]1[N:23]=[C:22]([N:18]2[CH2:19][CH2:20][N:15]([C:13]([O:12][C:8]([CH3:11])([CH3:9])[CH3:10])=[O:14])[CH2:16][CH2:17]2)[S:26][N:25]=1, predict the reactants needed to synthesize it. The reactants are: C(N(CC)CC)C.[C:8]([O:12][C:13]([N:15]1[CH2:20][CH2:19][NH:18][CH2:17][CH2:16]1)=[O:14])([CH3:11])([CH3:10])[CH3:9].Cl[C:22]1[S:26][N:25]=[C:24]([C:27]2[CH:32]=[CH:31][CH:30]=[CH:29][C:28]=2[F:33])[N:23]=1.O. (4) Given the product [O:18]1[CH2:19][CH2:20][N:15]([C:6]2[N:5]=[C:4]([NH2:8])[CH:3]=[CH:2][CH:7]=2)[CH2:16][CH2:17]1, predict the reactants needed to synthesize it. The reactants are: Cl[C:2]1[CH:7]=[CH:6][N:5]=[C:4]([NH2:8])[CH:3]=1.C([O-])([O-])=O.[K+].[K+].[NH:15]1[CH2:20][CH2:19][O:18][CH2:17][CH2:16]1.O. (5) Given the product [CH2:21]([O:20][C:17]1[CH:18]=[CH:19][C:14]([CH2:13][C:12]2[NH:1][C:2]3[CH:7]=[CH:6][C:5]([N+:8]([O-:10])=[O:9])=[CH:4][C:3]=3[N:11]=2)=[CH:15][CH:16]=1)[CH3:22], predict the reactants needed to synthesize it. The reactants are: [NH2:1][C:2]1[CH:7]=[CH:6][C:5]([N+:8]([O-:10])=[O:9])=[CH:4][C:3]=1[NH:11][C:12](=O)[CH2:13][C:14]1[CH:19]=[CH:18][C:17]([O:20][CH2:21][CH3:22])=[CH:16][CH:15]=1.P(Cl)(Cl)(Cl)(Cl)Cl. (6) The reactants are: F[C:2]1[CH:7]=[C:6]([F:8])[CH:5]=[CH:4][C:3]=1[N+:9]([O-:11])=[O:10].CCN(C(C)C)C(C)C.[CH2:21]([NH2:28])[C:22]1[CH:27]=[CH:26][CH:25]=[CH:24][CH:23]=1. Given the product [CH2:21]([NH:28][C:2]1[CH:7]=[C:6]([F:8])[CH:5]=[CH:4][C:3]=1[N+:9]([O-:11])=[O:10])[C:22]1[CH:27]=[CH:26][CH:25]=[CH:24][CH:23]=1, predict the reactants needed to synthesize it.